This data is from Reaction yield outcomes from USPTO patents with 853,638 reactions. The task is: Predict the reaction yield, written as a fraction of the theoretical maximum amount of product (1.0 means a 100% yield; for example, 0.34 means a 34% yield). (1) The reactants are [CH2:1]1[C:9]2[C:4](=[C:5]([CH2:10][CH2:11][C:12]3[CH:21]=[CH:20][C:15]([C:16]([O:18][CH3:19])=[O:17])=[CH:14][CH:13]=3)[CH:6]=[CH:7][CH:8]=2)[CH2:3][NH:2]1.Br[C:23]1[CH:28]=[C:27]([O:29][CH3:30])[CH:26]=[C:25]([O:31][CH3:32])[CH:24]=1.CC(P(C(C)(C)C)C1C(C2C=CC=CC=2)=CC=CC=1)(C)C.C(O[Na])(C)(C)C. The catalyst is C1(C)C=CC=CC=1.CC([O-])=O.CC([O-])=O.[Pd+2]. The product is [CH3:30][O:29][C:27]1[CH:28]=[C:23]([N:2]2[CH2:3][C:4]3[C:9](=[CH:8][CH:7]=[CH:6][C:5]=3[CH2:10][CH2:11][C:12]3[CH:13]=[CH:14][C:15]([C:16]([O:18][CH3:19])=[O:17])=[CH:20][CH:21]=3)[CH2:1]2)[CH:24]=[C:25]([O:31][CH3:32])[CH:26]=1. The yield is 0.180. (2) The reactants are [F:1][C:2]([F:22])([F:21])[C:3]([C:5]1[CH:10]=[CH:9][C:8]([O:11][CH2:12][CH2:13][CH2:14][CH2:15][CH2:16][C:17]([F:20])([F:19])[F:18])=[CH:7][CH:6]=1)=O.[CH3:23][C:24]([S@@:27]([NH2:29])=[O:28])([CH3:26])[CH3:25]. The catalyst is C1COCC1.CCCCCC.CCOC(C)=O.C(O[Ti](OCC)(OCC)OCC)C. The product is [CH3:23][C:24]([S@@:27](/[N:29]=[C:3](\[C:5]1[CH:10]=[CH:9][C:8]([O:11][CH2:12][CH2:13][CH2:14][CH2:15][CH2:16][C:17]([F:20])([F:19])[F:18])=[CH:7][CH:6]=1)/[C:2]([F:22])([F:21])[F:1])=[O:28])([CH3:26])[CH3:25]. The yield is 0.660.